From a dataset of Forward reaction prediction with 1.9M reactions from USPTO patents (1976-2016). Predict the product of the given reaction. (1) Given the reactants [C:1]([O:5][C:6]([N:8]1[CH2:13][CH2:12][CH2:11][CH2:10][CH:9]1[CH2:14][C:15]([OH:17])=O)=[O:7])([CH3:4])([CH3:3])[CH3:2].[NH2:18][CH2:19][C:20]([C:22]1[CH:27]=[CH:26][CH:25]=[CH:24][CH:23]=1)=[O:21], predict the reaction product. The product is: [C:1]([O:5][C:6]([N:8]1[CH2:13][CH2:12][CH2:11][CH2:10][CH:9]1[CH2:14][C:15](=[O:17])[NH:18][CH2:19][C:20]([C:22]1[CH:27]=[CH:26][CH:25]=[CH:24][CH:23]=1)=[O:21])=[O:7])([CH3:2])([CH3:3])[CH3:4]. (2) Given the reactants [H-].[Na+].[CH2:3]([O:5][C:6](=[O:18])[CH2:7][C:8]1[C:16]2[C:11](=[CH:12][C:13]([Br:17])=[CH:14][CH:15]=2)[NH:10][CH:9]=1)[CH3:4].Br[CH2:20][C:21]1[S:22][C:23]2[CH:29]=[CH:28][CH:27]=[CH:26][C:24]=2[N:25]=1.C([O-])(O)=O.[Na+], predict the reaction product. The product is: [CH2:3]([O:5][C:6](=[O:18])[CH2:7][C:8]1[C:16]2[C:11](=[CH:12][C:13]([Br:17])=[CH:14][CH:15]=2)[N:10]([CH2:20][C:21]2[S:22][C:23]3[CH:29]=[CH:28][CH:27]=[CH:26][C:24]=3[N:25]=2)[CH:9]=1)[CH3:4]. (3) Given the reactants N[C@@H:2]([CH2:7]C=C)[C:3](OC)=O.[CH2:10]([C@@H:14]1[NH:19][CH2:18][C@H:17]([CH2:20][CH:21]([CH3:23])C)[NH:16][C:15]1=[O:24])[CH:11]([CH3:13])C, predict the reaction product. The product is: [CH2:10]([C@@H:14]1[NH:19][CH2:18][C@H:17]([C:20]2[CH:21]=[CH:23][CH:7]=[CH:2][CH:3]=2)[NH:16][C:15]1=[O:24])[CH:11]=[CH2:13]. (4) Given the reactants [C:1](=[O:20])([O:5][CH:6]([N:8]1[N:12]=[N:11][C:10]([C:13]2[N:17]([CH3:18])[N:16]=[CH:15][C:14]=2[I:19])=[N:9]1)[CH3:7])[O:2][CH2:3][CH3:4].C(=O)(O[C@@H](N1N=NC(C2N(C)N=CC=2I)=N1)C)OCC, predict the reaction product. The product is: [C:1](=[O:20])([O:5][C@H:6]([N:8]1[N:12]=[N:11][C:10]([C:13]2[N:17]([CH3:18])[N:16]=[CH:15][C:14]=2[I:19])=[N:9]1)[CH3:7])[O:2][CH2:3][CH3:4]. (5) Given the reactants [CH3:1][C:2]1[C:7]([CH2:8][C:9]2[CH:14]=[CH:13][CH:12]=[C:11]([C:15]([F:18])([F:17])[F:16])[CH:10]=2)=[C:6]([CH3:19])[N:5]2[N:20]=[CH:21][C:22]([C:23]([OH:25])=O)=[C:4]2[N:3]=1.[CH3:26][O:27][CH2:28][CH2:29][CH2:30][NH2:31], predict the reaction product. The product is: [CH3:26][O:27][CH2:28][CH2:29][CH2:30][NH:31][C:23]([C:22]1[CH:21]=[N:20][N:5]2[C:6]([CH3:19])=[C:7]([CH2:8][C:9]3[CH:14]=[CH:13][CH:12]=[C:11]([C:15]([F:17])([F:18])[F:16])[CH:10]=3)[C:2]([CH3:1])=[N:3][C:4]=12)=[O:25].